Task: Predict which catalyst facilitates the given reaction.. Dataset: Catalyst prediction with 721,799 reactions and 888 catalyst types from USPTO (1) Reactant: Br[C:2]1[CH:3]=[C:4]([C:8]([O:10]C)=[O:9])[O:5][C:6]=1[CH3:7].[CH3:12][N:13]1[C:17](B2OC(C)(C)C(C)(C)O2)=[CH:16][CH:15]=[N:14]1.C(=O)([O-])[O-].[K+].[K+].[OH-].[Na+]. Product: [CH3:7][C:6]1[O:5][C:4]([C:8]([OH:10])=[O:9])=[CH:3][C:2]=1[C:17]1[N:13]([CH3:12])[N:14]=[CH:15][CH:16]=1. The catalyst class is: 760. (2) Reactant: C([O:3][C:4]([C:6]1[N:7]=[C:8]([S:11][CH2:12][CH2:13][N:14]2[C:18](=[O:19])[CH2:17][CH2:16][C@@H:15]2[CH2:20][O:21][Si:22]([C:25]([CH3:28])([CH3:27])[CH3:26])([CH3:24])[CH3:23])[S:9][CH:10]=1)=[O:5])C.CO.[OH-].[Na+].Cl. Product: [Si:22]([O:21][CH2:20][C@H:15]1[CH2:16][CH2:17][C:18](=[O:19])[N:14]1[CH2:13][CH2:12][S:11][C:8]1[S:9][CH:10]=[C:6]([C:4]([OH:5])=[O:3])[N:7]=1)([C:25]([CH3:28])([CH3:26])[CH3:27])([CH3:24])[CH3:23]. The catalyst class is: 7. (3) Reactant: I[C:2]1[CH:3]=[CH:4][C:5]2[N:6]([CH:8]=[C:9]([NH:11][C:12]([CH:14]3[CH2:16][CH2:15]3)=[O:13])[N:10]=2)[N:7]=1.[NH:17]1[C:25]2[CH:24]=[CH:23][CH:22]=[C:21]([OH:26])[C:20]=2[CH:19]=[CH:18]1.C(=O)([O-])[O-].[K+].[K+]. Product: [NH:17]1[C:25]2[C:20](=[C:21]([O:26][C:2]3[CH:3]=[CH:4][C:5]4[N:6]([CH:8]=[C:9]([NH:11][C:12]([CH:14]5[CH2:16][CH2:15]5)=[O:13])[N:10]=4)[N:7]=3)[CH:22]=[CH:23][CH:24]=2)[CH:19]=[CH:18]1. The catalyst class is: 9. (4) Reactant: [S:1]1[C:5]2[CH:6]=[C:7]([NH:10][C:11]3[C:12]4[N:13]([CH:18]=[CH:19][N:20]=4)[CH:14]=[C:15](Br)[N:16]=3)[CH:8]=[CH:9][C:4]=2[N:3]=[CH:2]1.S(O)(O)(=O)=O.[NH2:26][C:27]1[CH:28]=[C:29](B(O)O)[CH:30]=[CH:31][CH:32]=1.[NH2:26][C:27]1[CH:32]=[C:31](B(O)O)[CH:30]=[CH:29][CH:28]=1.C([O-])([O-])=O.[Na+].[Na+]. Product: [NH2:26][C:27]1[CH:32]=[C:31]([C:15]2[N:16]=[C:11]([NH:10][C:7]3[CH:8]=[CH:9][C:4]4[N:3]=[CH:2][S:1][C:5]=4[CH:6]=3)[C:12]3[N:13]([CH:18]=[CH:19][N:20]=3)[CH:14]=2)[CH:30]=[CH:29][CH:28]=1. The catalyst class is: 57. (5) Reactant: [O:1]1[C:10]2[C:5](=[CH:6][CH:7]=[CH:8][CH:9]=2)[C:4](=O)[CH2:3][CH2:2]1.Cl.[NH2:13][OH:14]. Product: [O:1]1[C:10]2[C:5](=[CH:6][CH:7]=[CH:8][CH:9]=2)[C:4](=[N:13][OH:14])[CH2:3][CH2:2]1. The catalyst class is: 17. (6) The catalyst class is: 19. Reactant: C([N:8]1[CH2:13][CH2:12][C@@H:11]([CH3:14])[C@H:10]([NH:15][C:16](=[O:22])[O:17][C:18]([CH3:21])([CH3:20])[CH3:19])[CH2:9]1)C1C=CC=CC=1.[H][H]. Product: [CH3:14][C@@H:11]1[CH2:12][CH2:13][NH:8][CH2:9][C@H:10]1[NH:15][C:16](=[O:22])[O:17][C:18]([CH3:21])([CH3:20])[CH3:19].